This data is from Forward reaction prediction with 1.9M reactions from USPTO patents (1976-2016). The task is: Predict the product of the given reaction. The product is: [N:1]1[CH:6]=[CH:5][CH:4]=[C:3]([C:7]2[C@:8]3([CH2:24][CH2:23][C@H:22]4[C@@H:13]([CH2:14][CH2:15][C:16]5[CH:17]=[C:18]([O:25][CH:27]([CH3:33])[C:28]([OH:30])=[O:29])[CH:19]=[CH:20][C:21]=54)[C@@H:10]3[CH2:11][CH:12]=2)[CH3:9])[CH:2]=1. Given the reactants [N:1]1[CH:6]=[CH:5][CH:4]=[C:3]([C:7]2[C@:8]3([CH2:24][CH2:23][C@H:22]4[C@@H:13]([CH2:14][CH2:15][C:16]5[CH:17]=[C:18]([OH:25])[CH:19]=[CH:20][C:21]=54)[C@@H:10]3[CH2:11][CH:12]=2)[CH3:9])[CH:2]=1.Cl[CH:27]([CH3:33])[C:28]([O:30]CC)=[O:29].[OH-].[Na+], predict the reaction product.